From a dataset of Experimentally validated miRNA-target interactions with 360,000+ pairs, plus equal number of negative samples. Binary Classification. Given a miRNA mature sequence and a target amino acid sequence, predict their likelihood of interaction. (1) The miRNA is cfa-miR-208b with sequence AUAAGACGAACAAAAGGUUUGU. The protein sequence of the target gene is MRRLLEPCWWILFLKITSSVLHYVVCFPALTEGYVGTLQESRQDSSVQIRRRKASGDPYWAYSGAYGPEHWVTSSVSCGGSHQSPIDILDHHARVGDEYQELQLDGFDNESSNKTWMKNTGKTVAILLKDDYFVSGAGLPGRFKAEKVEFHWGHSNGSAGSEHSVNGRRFPVEMQIFFYNPDDFDSFQTAISENRIIGAMAIFFQVSPRDNSALDPIIHGLKGVVHHEKETFLDPFILRDLLPASLGSYYRYTGSLTTPPCSEIVEWIVFRRPVPISYHQLEAFYSIFTTEQQDHVKSVE.... Result: 0 (no interaction). (2) The miRNA is hsa-miR-106b-5p with sequence UAAAGUGCUGACAGUGCAGAU. The protein sequence of the target gene is MVMAAKKGPGPGGGVSGGKAEAEAASEVWCRRVRELGGCSQAGNRHCFECAQRGVTYVDITVGSFVCTTCSGLLRGLNPPHRVKSISMTTFTEPEVVFLQSRGNEVCRKIWLGLFDARTSLVPDSRDPQKVKEFLQEKYEKKRWYVPPDQVKGPTYTKGSASTPVQGSIPEGKPLRTLLGDPAPSLSVAASTSSQPVSQSHARTSQARSTQPPPHSSVKKASTDLLADIGGDPFAAPQMAPAFAAFPAFGGQTPSQGGFANFDAFSSGPSSSVFGSLPPAGQASFQAQPTPAGSSQGTPF.... Result: 1 (interaction). (3) The miRNA is hsa-miR-505-3p with sequence CGUCAACACUUGCUGGUUUCCU. The protein sequence of the target gene is MAEKLPTEFDVVIIGTGLPESILAAACSRSGQRVLHVDSRSYYGGNWASFSFTGLQSWLKDYQQNHDSEEGVTATWQDLIHETEEAISLRKKDETIQHTEVFCYASQDVEDSVQDTETLQRSSPLEASATPADSLDSASLPKERQSAYSTSYEVPSRHTEESDRELSLPSANVEDSLEKEKYCGDKTDMHTVSGEDKGEHKLVVQDSIEQPKRNRITYSQMVKESRRFNIDLVSKPLYSQGSLIDLLIKSNVSRYAEFKNVTRILAFWEGKVEQVPCSRADVFNSKELSMVEKRMLMKFL.... Result: 0 (no interaction).